This data is from Forward reaction prediction with 1.9M reactions from USPTO patents (1976-2016). The task is: Predict the product of the given reaction. (1) Given the reactants [CH:1]1([N:5]2[CH2:10][CH2:9][CH:8]([CH2:11][CH:12]3[CH2:17][CH2:16][NH:15][CH2:14][CH2:13]3)[CH2:7][CH2:6]2)[CH2:4][CH2:3][CH2:2]1.Br[C:19]1[CH:20]=[CH:21][C:22]([C:25]#[N:26])=[N:23][CH:24]=1, predict the reaction product. The product is: [CH:1]1([N:5]2[CH2:6][CH2:7][CH:8]([CH2:11][CH:12]3[CH2:17][CH2:16][N:15]([C:19]4[CH:20]=[CH:21][C:22]([C:25]#[N:26])=[N:23][CH:24]=4)[CH2:14][CH2:13]3)[CH2:9][CH2:10]2)[CH2:4][CH2:3][CH2:2]1. (2) Given the reactants [O:1]1[C:5]2[CH:6]=[CH:7][C:8]([CH:10]([CH2:14][C:15]3[CH:20]=[CH:19][CH:18]=[CH:17][CH:16]=3)[CH2:11][CH2:12][OH:13])=[CH:9][C:4]=2[O:3][CH2:2]1.C(N(CC)CC)C.CS(C)=O.C(=O)(O)[O-].[Na+], predict the reaction product. The product is: [O:1]1[C:5]2[CH:6]=[CH:7][C:8]([CH:10]([CH2:14][C:15]3[CH:16]=[CH:17][CH:18]=[CH:19][CH:20]=3)[CH2:11][CH:12]=[O:13])=[CH:9][C:4]=2[O:3][CH2:2]1. (3) Given the reactants [Cl-].[Cl-].[Cl-].[Al+3].[CH:5]1([CH2:10][C:11](Cl)=[O:12])[CH2:9][CH2:8][CH2:7][CH2:6]1.O.[C:15]1([CH3:21])[CH:20]=[CH:19][CH:18]=[CH:17][CH:16]=1, predict the reaction product. The product is: [CH:5]1([CH2:10][C:11]([C:18]2[CH:19]=[CH:20][C:15]([CH3:21])=[CH:16][CH:17]=2)=[O:12])[CH2:9][CH2:8][CH2:7][CH2:6]1. (4) The product is: [Cl:1][C:2]1[C:10]2[C:5](=[CH:6][C:7]([CH2:11][N:12]([C:27]3[N:28]=[CH:29][C:30]4[C:35]([C:36]=3[CH3:37])=[CH:34][CH:33]=[CH:32][CH:31]=4)[S:13]([C:16]3[CH:17]=[CH:18][C:19]([C:20]([O:22][CH2:23][CH3:24])=[O:21])=[CH:25][CH:26]=3)(=[O:14])=[O:15])=[CH:8][CH:9]=2)[N:4]([CH3:40])[CH:3]=1. Given the reactants [Cl:1][C:2]1[C:10]2[C:5](=[CH:6][C:7]([CH2:11][N:12]([C:27]3[N:28]=[CH:29][C:30]4[C:35]([C:36]=3[CH3:37])=[CH:34][CH:33]=[CH:32][CH:31]=4)[S:13]([C:16]3[CH:26]=[CH:25][C:19]([C:20]([O:22][CH2:23][CH3:24])=[O:21])=[CH:18][CH:17]=3)(=[O:15])=[O:14])=[CH:8][CH:9]=2)[NH:4][CH:3]=1.[H-].[Na+].[CH3:40]I.O, predict the reaction product. (5) Given the reactants [CH3:1][O:2][C:3]1[CH:8]=[CH:7][C:6]([C:9]2[N:10]=[C:11]([S:28][CH2:29][C:30]3[CH:39]=[CH:38][C:37]4[C:32](=[CH:33][CH:34]=[CH:35][CH:36]=4)[N:31]=3)[N:12]([CH2:22][C:23]([O:25]CC)=[O:24])[C:13]=2[C:14]2[CH:19]=[CH:18][C:17]([O:20][CH3:21])=[CH:16][CH:15]=2)=[CH:5][CH:4]=1.[OH-].[Na+], predict the reaction product. The product is: [CH3:1][O:2][C:3]1[CH:8]=[CH:7][C:6]([C:9]2[N:10]=[C:11]([S:28][CH2:29][C:30]3[CH:39]=[CH:38][C:37]4[C:32](=[CH:33][CH:34]=[CH:35][CH:36]=4)[N:31]=3)[N:12]([CH2:22][C:23]([OH:25])=[O:24])[C:13]=2[C:14]2[CH:15]=[CH:16][C:17]([O:20][CH3:21])=[CH:18][CH:19]=2)=[CH:5][CH:4]=1. (6) Given the reactants [C:1]([O:4][CH:5]1[CH2:8][N:7](C(OC(C)(C)C)=O)[CH2:6]1)(=[O:3])[CH3:2].[C:16]([OH:22])([C:18]([F:21])([F:20])[F:19])=[O:17], predict the reaction product. The product is: [F:19][C:18]([F:21])([F:20])[C:16]([OH:22])=[O:17].[NH:7]1[CH2:8][CH:5]([O:4][C:1](=[O:3])[CH3:2])[CH2:6]1. (7) Given the reactants [OH:1][C:2]1[C:3]([C:24]([NH:26][CH2:27][C:28]([O:30]CC)=[O:29])=[O:25])=[C:4]2[C:9](=[CH:10][C:11]=1[C:12]1[CH:17]=[CH:16][CH:15]=[CH:14][N:13]=1)[N:8]=[C:7]([C:18]1[CH:23]=[CH:22][CH:21]=[CH:20][CH:19]=1)[CH:6]=[N:5]2.[OH-].[Na+], predict the reaction product. The product is: [OH:1][C:2]1[C:3]([C:24]([NH:26][CH2:27][C:28]([OH:30])=[O:29])=[O:25])=[C:4]2[C:9](=[CH:10][C:11]=1[C:12]1[CH:17]=[CH:16][CH:15]=[CH:14][N:13]=1)[N:8]=[C:7]([C:18]1[CH:23]=[CH:22][CH:21]=[CH:20][CH:19]=1)[CH:6]=[N:5]2. (8) Given the reactants [CH3:1][O:2][C:3]1[CH:12]=[C:11]2[C:6]([C:7](O)=[N:8][CH:9]=[N:10]2)=[CH:5][CH:4]=1.P(Cl)(Cl)([Cl:16])=O, predict the reaction product. The product is: [Cl:16][C:7]1[C:6]2[C:11](=[CH:12][C:3]([O:2][CH3:1])=[CH:4][CH:5]=2)[N:10]=[CH:9][N:8]=1. (9) The product is: [CH2:11]([NH:4][C:5]1[CH:6]=[CH:7][CH:8]=[CH:9][CH:10]=1)[CH2:12][CH2:13][CH2:14][CH2:15][CH2:16][CH2:17][CH3:18]. Given the reactants C([N:4]([CH2:11][CH2:12][CH2:13][CH2:14][CH2:15][CH2:16][CH2:17][CH3:18])[C:5]1[CH:10]=[CH:9][CH:8]=[CH:7][CH:6]=1)(=O)C.Cl.[OH-].[K+], predict the reaction product.